This data is from Catalyst prediction with 721,799 reactions and 888 catalyst types from USPTO. The task is: Predict which catalyst facilitates the given reaction. Reactant: [CH3:1][C:2]([CH3:13])([CH2:6][CH2:7][CH2:8][CH2:9][CH2:10][CH:11]=[CH2:12])[C:3]([OH:5])=O.C(Cl)(=O)C(Cl)=O.[CH2:20]([O:22][C:23]([C:25]1([NH:30][C:31]([CH:33]2[CH2:37][CH:36]([O:38][C:39]3[C:48]4[C:43](=[C:44]([Cl:51])[C:45]([O:49][CH3:50])=[CH:46][CH:47]=4)[N:42]=[C:41]([C:52]4[S:53][CH:54]=[C:55]([CH:57]([CH3:59])[CH3:58])[N:56]=4)[CH:40]=3)[CH2:35][NH:34]2)=[O:32])[CH2:27][CH:26]1[CH:28]=[CH2:29])=[O:24])[CH3:21].C(N(CC)CC)C. Product: [CH2:20]([O:22][C:23]([C:25]1([NH:30][C:31]([CH:33]2[CH2:37][CH:36]([O:38][C:39]3[C:48]4[C:43](=[C:44]([Cl:51])[C:45]([O:49][CH3:50])=[CH:46][CH:47]=4)[N:42]=[C:41]([C:52]4[S:53][CH:54]=[C:55]([CH:57]([CH3:58])[CH3:59])[N:56]=4)[CH:40]=3)[CH2:35][N:34]2[C:3](=[O:5])[C:2]([CH3:1])([CH3:13])[CH2:6][CH2:7][CH2:8][CH2:9][CH2:10][CH:11]=[CH2:12])=[O:32])[CH2:27][CH:26]1[CH:28]=[CH2:29])=[O:24])[CH3:21]. The catalyst class is: 59.